This data is from Full USPTO retrosynthesis dataset with 1.9M reactions from patents (1976-2016). The task is: Predict the reactants needed to synthesize the given product. (1) Given the product [Cl:16][C:12]1[CH:11]=[C:10]([C:8]2[S:7][N:6]=[C:5]([O:22][CH2:17][C:18]#[C:19][CH2:20][CH3:21])[N:9]=2)[CH:15]=[CH:14][CH:13]=1, predict the reactants needed to synthesize it. The reactants are: CS([C:5]1[N:9]=[C:8]([C:10]2[CH:15]=[CH:14][CH:13]=[C:12]([Cl:16])[CH:11]=2)[S:7][N:6]=1)(=O)=O.[CH2:17]([OH:22])[C:18]#[C:19][CH2:20][CH3:21].[H-].[Na+].[Cl-].[Na+]. (2) Given the product [CH3:57][C:55]([O:58][C@H:59]([CH3:66])[C@@H:60]([C:62]([O:64][CH3:65])=[O:63])[NH:61][C:38]([C:35]1[CH:36]=[CH:37][C:32]([C:28]2[CH:29]=[CH:30][CH:31]=[C:26]([F:25])[CH:27]=2)=[CH:33][C:34]=1[N+:41]([O-:43])=[O:42])=[O:40])([CH3:54])[CH3:56], predict the reactants needed to synthesize it. The reactants are: CN(C(ON1N=NC2C=CC=NC1=2)=[N+](C)C)C.F[P-](F)(F)(F)(F)F.[F:25][C:26]1[CH:27]=[C:28]([C:32]2[CH:37]=[CH:36][C:35]([C:38]([OH:40])=O)=[C:34]([N+:41]([O-:43])=[O:42])[CH:33]=2)[CH:29]=[CH:30][CH:31]=1.C(N(CC)C(C)C)(C)C.Cl.[CH3:54][C:55]([O:58][C@H:59]([CH3:66])[C@@H:60]([C:62]([O:64][CH3:65])=[O:63])[NH2:61])([CH3:57])[CH3:56].C([O-])(O)=O.[Na+]. (3) The reactants are: [NH:1]1[C:11]2[C:6](=[CH:7][CH:8]=[CH:9][CH:10]=2)[C:4](=[O:5])[C:2]1=O.[CH3:12][C:13]([CH2:15][C:16](O)=O)=O.[C:19]([O-:22])([O-])=O.[Na+].[Na+]. Given the product [CH:13]1[CH:15]=[CH:16][C:2]2[NH:1][C:19]([OH:22])=[C:6]([C:2]3[C:4](=[O:5])[C:6]4[CH:7]=[CH:8][CH:9]=[CH:10][C:11]=4[N:1]=3)[C:4]=2[CH:12]=1, predict the reactants needed to synthesize it. (4) Given the product [Br:8][C:9]1[C:10](=[S:3])[NH:11][N:12]2[C:17]([NH:18][CH2:19][C:20]3[CH:21]=[N:22][CH:23]=[CH:24][CH:25]=3)=[N:16][C:28]([CH3:29])=[N:14][C:13]=12, predict the reactants needed to synthesize it. The reactants are: OO[S:3]([O-])=O.[K+].Cl.[Br:8][C:9]1[CH:10]=[N:11][N:12]2[C:17]([NH:18][CH2:19][C:20]3[CH:21]=[N:22][CH:23]=[CH:24][CH:25]=3)=[N:16]C(SC)=[N:14][C:13]=12.[CH2:28](O)[CH3:29].O. (5) Given the product [CH2:1]([O:6][C:7]1[C:8]([O:10][C@H:11]([C@H:14]([CH2:16][OH:17])[OH:15])[C:12]=1[O:13][C:29](=[O:37])[CH2:30][CH2:31][CH2:32][CH2:33][CH2:34][CH2:35][CH3:36])=[O:9])[CH:2]([CH2:4][OH:5])[OH:3], predict the reactants needed to synthesize it. The reactants are: [CH2:1]([O:6][C:7]1[C:8]([O:10][C@H:11]([C@H:14]([CH2:16][OH:17])[OH:15])[C:12]=1[OH:13])=[O:9])[CH:2]([CH2:4][OH:5])[OH:3].CS(C)=O.C(N(CC)CC)C.[C:29](Cl)(=[O:37])[CH2:30][CH2:31][CH2:32][CH2:33][CH2:34][CH2:35][CH3:36]. (6) Given the product [Cl:38][C:19]1[CH:20]=[C:21]([CH:25]2[CH2:30][CH2:29][N:28]([C:31]([O:33][C:34]([CH3:35])([CH3:36])[CH3:37])=[O:32])[CH2:27][CH2:26]2)[N:22]=[C:23]2[N:24]=[C:13]([C:12]3[CH:15]=[CH:16][C:9]([CH2:8][O:1][C:2]4[CH:7]=[CH:6][CH:5]=[CH:4][CH:3]=4)=[CH:10][CH:11]=3)[NH:17][C:18]=12, predict the reactants needed to synthesize it. The reactants are: [O:1]([CH2:8][C:9]1[CH:16]=[CH:15][C:12]([CH:13]=O)=[CH:11][CH:10]=1)[C:2]1[CH:7]=[CH:6][CH:5]=[CH:4][CH:3]=1.[NH2:17][C:18]1[C:19]([Cl:38])=[CH:20][C:21]([CH:25]2[CH2:30][CH2:29][N:28]([C:31]([O:33][C:34]([CH3:37])([CH3:36])[CH3:35])=[O:32])[CH2:27][CH2:26]2)=[N:22][C:23]=1[NH2:24].C(OI(C1C=CC=CC=1)OC(=O)C)(=O)C.